The task is: Predict the product of the given reaction.. This data is from Forward reaction prediction with 1.9M reactions from USPTO patents (1976-2016). (1) Given the reactants [F:1][C:2]1[C:3]([C:9](Cl)=[O:10])=[N:4][CH:5]=[C:6]([F:8])[CH:7]=1.Cl.[CH3:13][NH:14][CH3:15].C(N(CC)CC)C, predict the reaction product. The product is: [F:1][C:2]1[C:3]([C:9]([N:14]([CH3:15])[CH3:13])=[O:10])=[N:4][CH:5]=[C:6]([F:8])[CH:7]=1. (2) Given the reactants [Cl:1][C:2]1[CH:7]=[CH:6][C:5]([S:8]([N:11]([C:15]2[C:16]([CH:22]([C:24]3[C:29]([F:30])=[CH:28][CH:27]=[CH:26][C:25]=3[Cl:31])[OH:23])=[N:17][CH:18]=[C:19]([Cl:21])[CH:20]=2)[CH2:12][O:13][CH3:14])(=[O:10])=[O:9])=[CH:4][C:3]=1[C:32]([F:35])([F:34])[F:33].CC(OI1(OC(C)=O)(OC(C)=O)OC(=O)C2C=CC=CC1=2)=O.[O-]S([O-])(=S)=O.[Na+].[Na+].C([O-])(O)=O.[Na+], predict the reaction product. The product is: [Cl:1][C:2]1[CH:7]=[CH:6][C:5]([S:8]([N:11]([C:15]2[C:16]([C:22](=[O:23])[C:24]3[C:29]([F:30])=[CH:28][CH:27]=[CH:26][C:25]=3[Cl:31])=[N:17][CH:18]=[C:19]([Cl:21])[CH:20]=2)[CH2:12][O:13][CH3:14])(=[O:9])=[O:10])=[CH:4][C:3]=1[C:32]([F:33])([F:34])[F:35]. (3) Given the reactants C([O:8][C:9]1[CH:32]=[CH:31][C:12]([CH2:13][N:14]2[C:22]([O:23][CH3:24])=[N:21][C:20]3[C:15]2=[N:16][C:17]([O:26][CH2:27][CH2:28][CH2:29][CH3:30])=[N:18][C:19]=3[NH2:25])=[CH:11][CH:10]=1)C1C=CC=CC=1, predict the reaction product. The product is: [CH2:27]([O:26][C:17]1[N:16]=[C:15]2[C:20]([N:21]=[C:22]([O:23][CH3:24])[N:14]2[CH2:13][C:12]2[CH:31]=[CH:32][C:9]([OH:8])=[CH:10][CH:11]=2)=[C:19]([NH2:25])[N:18]=1)[CH2:28][CH2:29][CH3:30]. (4) The product is: [CH3:1][O:2][C:3]1[C:4]([CH:20]([N:38]2[CH2:43][CH2:42][CH2:41][CH2:40][C@H:39]2[C:44]2[CH:53]=[CH:52][C:47]([C:48]([O:50][CH3:51])=[O:49])=[CH:46][CH:45]=2)[C:21]([F:23])([F:22])[F:24])=[C:5]2[C:9](=[C:10]([CH3:12])[CH:11]=1)[N:8]([C:13]([O:15][C:16]([CH3:19])([CH3:18])[CH3:17])=[O:14])[CH:7]=[CH:6]2. Given the reactants [CH3:1][O:2][C:3]1[C:4]([CH:20](O)[C:21]([F:24])([F:23])[F:22])=[C:5]2[C:9](=[C:10]([CH3:12])[CH:11]=1)[N:8]([C:13]([O:15][C:16]([CH3:19])([CH3:18])[CH3:17])=[O:14])[CH:7]=[CH:6]2.CCN(CC)CC.CS(Cl)(=O)=O.[NH:38]1[CH2:43][CH2:42][CH2:41][CH2:40][C@H:39]1[C:44]1[CH:53]=[CH:52][C:47]([C:48]([O:50][CH3:51])=[O:49])=[CH:46][CH:45]=1, predict the reaction product. (5) Given the reactants [NH:1]1[CH2:6][CH2:5][CH:4]([CH2:7][CH2:8][CH2:9][C:10]([NH2:12])=[O:11])[CH2:3][CH2:2]1.[CH3:13][NH:14][C:15]([N:17]1[C:25]2[C:20](=[CH:21][C:22]([O:26][C:27]3[CH:32]=[CH:31][N:30]=[C:29]([N:33](C(OC4C=CC=CC=4)=O)[C:34](=O)[O:35]C4C=CC=CC=4)[CH:28]=3)=[CH:23][CH:24]=2)[CH:19]=[CH:18]1)=[O:16], predict the reaction product. The product is: [CH3:13][NH:14][C:15]([N:17]1[C:25]2[C:20](=[CH:21][C:22]([O:26][C:27]3[CH:32]=[CH:31][N:30]=[C:29]([NH:33][C:34]([N:1]4[CH2:6][CH2:5][CH:4]([CH2:7][CH2:8][CH2:9][C:10](=[O:11])[NH2:12])[CH2:3][CH2:2]4)=[O:35])[CH:28]=3)=[CH:23][CH:24]=2)[CH:19]=[CH:18]1)=[O:16]. (6) Given the reactants [CH:1]1([C@H:5]([NH:7][C:8]2[N:16]=[C:15]([C:17]#[N:18])[N:14]=[C:13]3[C:9]=2[N:10]([CH2:26][C@H:27]2[CH2:32][CH2:31][C@H:30]([CH3:33])[CH2:29][CH2:28]2)[C:11]([S:19][C:20]2[CH:25]=[CH:24][CH:23]=[CH:22][CH:21]=2)=[N:12]3)[CH3:6])[CH2:4][CH2:3][CH2:2]1.C1C=C(Cl)C=C(C(OO)=[O:42])C=1, predict the reaction product. The product is: [CH:1]1([C@H:5]([NH:7][C:8]2[N:16]=[C:15]([C:17]#[N:18])[N:14]=[C:13]3[C:9]=2[N:10]([CH2:26][C@H:27]2[CH2:32][CH2:31][C@H:30]([CH3:33])[CH2:29][CH2:28]2)[C:11]([S:19]([C:20]2[CH:25]=[CH:24][CH:23]=[CH:22][CH:21]=2)=[O:42])=[N:12]3)[CH3:6])[CH2:2][CH2:3][CH2:4]1. (7) Given the reactants [NH:1]1[C:9]2[C:4](=[CH:5][CH:6]=[CH:7][CH:8]=2)[C:3](/[CH:10]=[CH:11]/[C:12]2[CH:17]=[CH:16][CH:15]=[CH:14][C:13]=2[NH2:18])=[N:2]1.C([N:27]=[C:28]=[S:29])(=O)C1C=CC=CC=1.O, predict the reaction product. The product is: [NH:1]1[C:9]2[C:4](=[CH:5][CH:6]=[CH:7][CH:8]=2)[C:3](/[CH:10]=[CH:11]/[C:12]2[CH:17]=[CH:16][CH:15]=[CH:14][C:13]=2[NH:18][C:28]([NH2:27])=[S:29])=[N:2]1.